From a dataset of Forward reaction prediction with 1.9M reactions from USPTO patents (1976-2016). Predict the product of the given reaction. The product is: [CH3:1][O:2][C@:3]1([C@@H:24]2[CH2:28][S:27][C:26](=[O:29])[N:25]2[CH2:30][C:31]2[CH:36]=[CH:35][C:34]([O:37][CH3:38])=[CH:33][CH:32]=2)[CH2:20][C@H:19]2[CH2:21][C@@H:5]([CH2:6][CH2:7][CH2:8][CH2:9][CH2:10][CH2:11][CH2:12][CH2:13][CH2:14][C:15]([CH3:23])=[CH:16][C:17](=[O:22])[O:18]2)[O:4]1. Given the reactants [CH3:1][O:2][C@:3]1([C@@H:24]2[CH2:28][S:27][C:26](=[O:29])[N:25]2[CH2:30][C:31]2[CH:36]=[CH:35][C:34]([O:37][CH3:38])=[CH:33][CH:32]=2)[CH2:20][C@H:19]2[CH2:21][C@@H:5]([CH2:6][CH2:7][CH2:8][CH:9]=[CH:10][CH:11]=[CH:12][CH2:13][CH2:14][C:15]([CH3:23])=[CH:16][C:17](=[O:22])[O:18]2)[O:4]1.CO[C@]1([C@@H]2CSC(=O)N2CC2C=CC(OC)=CC=2)C[C@H]2C[C@@H](CCCC=CCCC(C)=CC(=O)O2)O1, predict the reaction product.